From a dataset of Full USPTO retrosynthesis dataset with 1.9M reactions from patents (1976-2016). Predict the reactants needed to synthesize the given product. (1) Given the product [Br:2][C:3]1[CH:4]=[C:5]2[C:9](=[CH:10][C:11]=1[F:12])[CH2:8][N:7]([C:20]([O:19][C:16]([CH3:18])([CH3:17])[CH3:15])=[O:21])[CH2:6]2, predict the reactants needed to synthesize it. The reactants are: Cl.[Br:2][C:3]1[CH:4]=[C:5]2[C:9](=[CH:10][C:11]=1[F:12])[CH2:8][NH:7][CH2:6]2.[OH-].[Na+].[CH3:15][C:16]([O:19][C:20](O[C:20]([O:19][C:16]([CH3:18])([CH3:17])[CH3:15])=[O:21])=[O:21])([CH3:18])[CH3:17]. (2) Given the product [N:48]1[C:43]2[C:42](=[N:47][CH:46]=[CH:45][CH:44]=2)[NH:41][C:12]=1[CH:11]([NH2:10])[CH2:15][C:16]1[CH:17]=[CH:18][C:19]([O:22][CH3:23])=[CH:20][CH:21]=1, predict the reactants needed to synthesize it. The reactants are: N#N.C(OC([NH:10][CH:11]([CH2:15][C:16]1[CH:21]=[CH:20][C:19]([O:22][CH3:23])=[CH:18][CH:17]=1)[C:12](O)=O)=O)(C)(C)C.CCN(C(C)C)C(C)C.CN(C(O[N:41]1N=[N:48][C:43]2[CH:44]=[CH:45][CH:46]=[N:47][C:42]1=2)=[N+](C)C)C.F[P-](F)(F)(F)(F)F.N1C=CC=C(N)C=1N. (3) Given the product [Cl:22][C:16]1[CH:17]=[C:18]([F:21])[CH:19]=[CH:20][C:15]=1[CH:5]1[N:6]=[C:7]([C:10]2[S:11][CH:12]=[CH:13][N:14]=2)[N:8]([CH3:9])[C:3]([CH2:2][N:28]2[CH2:33][CH2:32][O:31][CH2:30][CH:29]2[C:34]([OH:36])=[O:35])=[C:4]1[C:23]([O:25][CH2:26][CH3:27])=[O:24], predict the reactants needed to synthesize it. The reactants are: Br[CH2:2][C:3]1[N:8]([CH3:9])[C:7]([C:10]2[S:11][CH:12]=[CH:13][N:14]=2)=[N:6][CH:5]([C:15]2[CH:20]=[CH:19][C:18]([F:21])=[CH:17][C:16]=2[Cl:22])[C:4]=1[C:23]([O:25][CH2:26][CH3:27])=[O:24].[NH:28]1[CH2:33][CH2:32][O:31][CH2:30][CH:29]1[C:34]([OH:36])=[O:35]. (4) Given the product [C:38]([C:21]1[CH:22]=[C:23]([CH:28]=[C:29]([O:31][C:32]2[CH:33]=[N:34][CH:35]=[N:36][CH:37]=2)[CH:30]=1)[C:24]([O:26][CH3:27])=[O:25])#[N:39], predict the reactants needed to synthesize it. The reactants are: C1(P(C2C=CC=CC=2)C2C=CC=CC=2)C=CC=CC=1.Br[C:21]1[CH:22]=[C:23]([CH:28]=[C:29]([O:31][C:32]2[CH:33]=[N:34][CH:35]=[N:36][CH:37]=2)[CH:30]=1)[C:24]([O:26][CH3:27])=[O:25].[CH3:38][N:39](C=O)C. (5) Given the product [Cl:23][C:6]1[C:5]([C:3]([OH:4])=[O:2])=[C:13]([NH:14][C:15]2[CH:20]=[CH:19][C:18]([I:21])=[CH:17][C:16]=2[F:22])[N:8]2[C:7]=1[CH:12]=[CH:11][N:10]=[CH:9]2, predict the reactants needed to synthesize it. The reactants are: C[O:2][C:3]([C:5]1[C:6]([Cl:23])=[C:7]2[CH:12]=[CH:11][N:10]=[CH:9][N:8]2[C:13]=1[NH:14][C:15]1[CH:20]=[CH:19][C:18]([I:21])=[CH:17][C:16]=1[F:22])=[O:4].B(Br)(Br)Br. (6) Given the product [CH2:7]([N:14]1[C:22]2[C:17](=[CH:18][C:19]([F:24])=[C:20]([O:2][CH3:1])[CH:21]=2)[C:16]([C:25]([NH:27][CH2:28][C:29]2[CH:34]=[CH:33][C:32]([F:35])=[C:31]([F:36])[CH:30]=2)=[O:26])=[C:15]1[CH:37]([CH3:39])[CH3:38])[C:8]1[CH:13]=[CH:12][CH:11]=[CH:10][CH:9]=1, predict the reactants needed to synthesize it. The reactants are: [CH3:1][O-:2].[Na+].[Na].CO.[CH2:7]([N:14]1[C:22]2[C:17](=[CH:18][C:19]([F:24])=[C:20](I)[CH:21]=2)[C:16]([C:25]([NH:27][CH2:28][C:29]2[CH:34]=[CH:33][C:32]([F:35])=[C:31]([F:36])[CH:30]=2)=[O:26])=[C:15]1[CH:37]([CH3:39])[CH3:38])[C:8]1[CH:13]=[CH:12][CH:11]=[CH:10][CH:9]=1. (7) Given the product [CH3:3][O:4][CH:5]([O:16][CH3:17])[C:6]1[CH:11]=[CH:10][N:9]=[C:8]([O:23][CH2:22][CH2:21][O:20][CH2:18][CH3:19])[N:7]=1, predict the reactants needed to synthesize it. The reactants are: [H-].[Na+].[CH3:3][O:4][CH:5]([O:16][CH3:17])[C:6]1[CH:11]=[CH:10][N:9]=[C:8](S(C)(=O)=O)[N:7]=1.[CH2:18]([O:20][CH2:21][CH2:22][OH:23])[CH3:19].